Dataset: Catalyst prediction with 721,799 reactions and 888 catalyst types from USPTO. Task: Predict which catalyst facilitates the given reaction. (1) Reactant: [Cl:1][C:2]1[CH:7]=[C:6]([O:8][CH3:9])[CH:5]=[CH:4][C:3]=1[CH2:10][C:11]([C:13]1[CH:14]=[CH:15][C:16]2[O:20][C:19](=[O:21])[N:18]([CH3:22])[C:17]=2[CH:23]=1)=[O:12].[H-].[Na+].[CH3:26]I. Product: [Cl:1][C:2]1[CH:7]=[C:6]([O:8][CH3:9])[CH:5]=[CH:4][C:3]=1[CH:10]([CH3:26])[C:11]([C:13]1[CH:14]=[CH:15][C:16]2[O:20][C:19](=[O:21])[N:18]([CH3:22])[C:17]=2[CH:23]=1)=[O:12]. The catalyst class is: 3. (2) Reactant: [F:1][C:2]([F:7])([F:6])[CH:3]([OH:5])[CH3:4].[H-].[Na+].Cl[C:11]1[N:16]=[C:15]([C:17]([OH:19])=[O:18])[CH:14]=[CH:13][C:12]=1F.[CH3:21][O-:22].[Na+]. Product: [CH3:21][O:22][C:11]1[N:16]=[C:15]([C:17]([OH:19])=[O:18])[CH:14]=[CH:13][C:12]=1[O:5][CH:3]([CH3:4])[C:2]([F:7])([F:6])[F:1]. The catalyst class is: 38. (3) Reactant: Cl[C:2]1[N:11]=[CH:10][C:9]2[C:4](=[CH:5][C:6]([O:12][CH3:13])=[CH:7][CH:8]=2)[N:3]=1.[O:14]1[CH2:19][CH2:18][N:17]([S:20]([C:23]2[CH:29]=[CH:28][C:26]([NH2:27])=[CH:25][CH:24]=2)(=[O:22])=[O:21])[CH2:16][CH2:15]1. Product: [CH3:13][O:12][C:6]1[CH:5]=[C:4]2[C:9]([CH:10]=[N:11][C:2]([NH:27][C:26]3[CH:28]=[CH:29][C:23]([S:20]([N:17]4[CH2:18][CH2:19][O:14][CH2:15][CH2:16]4)(=[O:22])=[O:21])=[CH:24][CH:25]=3)=[N:3]2)=[CH:8][CH:7]=1. The catalyst class is: 41. (4) Reactant: [O:1]=[C:2]1[NH:7][CH:6]=[CH:5][N:4]([S:8]([C:11]2[CH:16]=[CH:15][C:14]([CH3:17])=[CH:13][CH:12]=2)(=[O:10])=[O:9])[CH:3]1[CH2:18][C:19](O)=[O:20].C(Cl)CCl.C1C=CC2N(O)N=NC=2C=1.[NH2:36][CH2:37][CH2:38][C:39]1[CH:44]=[CH:43][C:42]([CH2:45][OH:46])=[CH:41][CH:40]=1. Product: [OH:46][CH2:45][C:42]1[CH:43]=[CH:44][C:39]([CH2:38][CH2:37][NH:36][C:19](=[O:20])[CH2:18][CH:3]2[C:2](=[O:1])[NH:7][CH:6]=[CH:5][N:4]2[S:8]([C:11]2[CH:12]=[CH:13][C:14]([CH3:17])=[CH:15][CH:16]=2)(=[O:9])=[O:10])=[CH:40][CH:41]=1. The catalyst class is: 59.